This data is from Forward reaction prediction with 1.9M reactions from USPTO patents (1976-2016). The task is: Predict the product of the given reaction. (1) Given the reactants Br[C:2]1[CH:7]=[CH:6][C:5]([Br:8])=[CH:4]C=1.[CH3:9][N:10]([CH3:16])[CH:11]1[CH2:15][CH2:14][NH:13][CH2:12]1.C([N:19](C(C)C)C(C)C)C.Cl, predict the reaction product. The product is: [Br:8][C:5]1[CH:6]=[CH:7][C:2]([N:13]2[CH2:14][CH2:15][CH:11]([N:10]([CH3:16])[CH3:9])[CH2:12]2)=[N:19][CH:4]=1. (2) Given the reactants [CH2:1]([O:3][C:4](=[O:13])[CH2:5][C:6]1[CH:7]=[C:8]([CH3:12])[CH:9]=[CH:10][CH:11]=1)[CH3:2].C1C(=O)N([Br:21])C(=O)C1.C(OOC(=O)C1C=CC=CC=1)(=O)C1C=CC=CC=1, predict the reaction product. The product is: [CH2:1]([O:3][C:4](=[O:13])[CH2:5][C:6]1[CH:11]=[CH:10][CH:9]=[C:8]([CH2:12][Br:21])[CH:7]=1)[CH3:2]. (3) The product is: [F:1][C:2]1[CH:3]=[CH:4][C:5]([N:8]2[C:25]([CH3:26])=[CH:24][CH:23]=[C:10]([C:11]([OH:13])=[O:12])[C:9]2=[O:16])=[CH:6][CH:7]=1. Given the reactants [F:1][C:2]1[CH:7]=[CH:6][C:5]([NH:8][C:9](=[O:16])[CH2:10][C:11]([O:13]CC)=[O:12])=[CH:4][CH:3]=1.[O-]CC.[Na+].CO[CH:23]=[CH:24][C:25](=O)[CH3:26], predict the reaction product. (4) The product is: [CH:1]1([NH:4][C:5](=[O:35])[C:6]2[CH:11]=[C:10]([N:12]3[CH:17]=[CH:16][N:15]=[C:14]([NH:18][C:19]([CH3:20])([C:22]4[CH:27]=[CH:26][CH:25]=[CH:24][C:23]=4[S:28][CH2:29][CH2:30][NH:38][CH3:36])[CH3:21])[C:13]3=[O:32])[C:9]([CH3:33])=[C:8]([F:34])[CH:7]=2)[CH2:3][CH2:2]1. Given the reactants [CH:1]1([NH:4][C:5](=[O:35])[C:6]2[CH:11]=[C:10]([N:12]3[CH:17]=[CH:16][N:15]=[C:14]([NH:18][C:19]([C:22]4[CH:27]=[CH:26][CH:25]=[CH:24][C:23]=4[S:28][CH2:29][CH2:30]O)([CH3:21])[CH3:20])[C:13]3=[O:32])[C:9]([CH3:33])=[C:8]([F:34])[CH:7]=2)[CH2:3][CH2:2]1.[CH2:36]([N:38](CC)CC)C.CS(Cl)(=O)=O.CN, predict the reaction product. (5) Given the reactants [F:1][C:2]1[CH:15]=[CH:14][C:5]([O:6][C:7]2[CH:13]=[CH:12][C:10]([NH2:11])=[CH:9][CH:8]=2)=[CH:4][CH:3]=1.[C:16]([S-:18])#[N:17].[K+].BrBr, predict the reaction product. The product is: [NH2:17][C:16]1[S:18][C:12]2[CH:13]=[C:7]([O:6][C:5]3[CH:14]=[CH:15][C:2]([F:1])=[CH:3][CH:4]=3)[CH:8]=[CH:9][C:10]=2[N:11]=1. (6) Given the reactants [NH2:1][C:2]1[C:3]([C:7]2[N:8]([CH2:18][CH3:19])[C:9]3[C:14]([CH:15]=O)=[CH:13][N:12]=[CH:11][C:10]=3[N:17]=2)=[N:4][O:5][N:6]=1.[CH:20]([N:23](C(C)C)[CH2:24][CH3:25])(C)[CH3:21].[C:29](O[BH-](OC(=O)C)OC(=O)C)(=O)C.[Na+].[NH:43]1[CH2:48][CH2:47][CH2:46][CH2:45][CH2:44]1, predict the reaction product. The product is: [CH2:18]([N:8]1[C:9]2[C:14]([CH2:15][C@H:29]3[CH2:44][CH2:45][CH2:46][CH:47]3[CH2:48][N:43]3[CH2:25][CH2:24][NH:23][CH2:20][CH2:21]3)=[CH:13][N:12]=[CH:11][C:10]=2[N:17]=[C:7]1[C:3]1[C:2]([NH2:1])=[N:6][O:5][N:4]=1)[CH3:19]. (7) Given the reactants [OH:1][CH2:2][C:3]1[CH:4]=[C:5]([NH:9][CH:10]=[C:11]([N+:14]([O-:16])=[O:15])[CH:12]=O)[CH:6]=[CH:7][CH:8]=1.NC1C=C(C=CC=1)CO, predict the reaction product. The product is: [N+:14]([C:11]1[CH:10]=[N:9][C:5]2[C:6]([CH:12]=1)=[CH:7][CH:8]=[C:3]([CH2:2][OH:1])[CH:4]=2)([O-:16])=[O:15]. (8) Given the reactants Br[C:2]1[NH:22][C:5]2=[N:6][CH:7]=[C:8]([CH2:10][CH2:11][C:12]3[CH:17]=[C:16]([O:18][CH3:19])[CH:15]=[C:14]([O:20][CH3:21])[CH:13]=3)[N:9]=[C:4]2[CH:3]=1.[C:23]([C:25]1[CH:30]=[CH:29][C:28](B(O)O)=[CH:27][C:26]=1[F:34])#[N:24], predict the reaction product. The product is: [CH3:21][O:20][C:14]1[CH:13]=[C:12]([CH:17]=[C:16]([O:18][CH3:19])[CH:15]=1)[CH2:11][CH2:10][C:8]1[N:9]=[C:4]2[CH:3]=[C:2]([C:29]3[CH:28]=[CH:27][C:26]([F:34])=[C:25]([CH:30]=3)[C:23]#[N:24])[NH:22][C:5]2=[N:6][CH:7]=1.